This data is from NCI-60 drug combinations with 297,098 pairs across 59 cell lines. The task is: Regression. Given two drug SMILES strings and cell line genomic features, predict the synergy score measuring deviation from expected non-interaction effect. (1) Synergy scores: CSS=16.5, Synergy_ZIP=-9.38, Synergy_Bliss=-0.592, Synergy_Loewe=-3.56, Synergy_HSA=-2.37. Drug 2: N.N.Cl[Pt+2]Cl. Drug 1: C1=CC(=CC=C1C#N)C(C2=CC=C(C=C2)C#N)N3C=NC=N3. Cell line: OVCAR-8. (2) Drug 1: CCCS(=O)(=O)NC1=C(C(=C(C=C1)F)C(=O)C2=CNC3=C2C=C(C=N3)C4=CC=C(C=C4)Cl)F. Drug 2: C1=CC(=CC=C1CCCC(=O)O)N(CCCl)CCCl. Cell line: SK-MEL-5. Synergy scores: CSS=51.3, Synergy_ZIP=-1.86, Synergy_Bliss=-0.660, Synergy_Loewe=-1.06, Synergy_HSA=2.34.